From a dataset of Experimentally validated miRNA-target interactions with 360,000+ pairs, plus equal number of negative samples. Binary Classification. Given a miRNA mature sequence and a target amino acid sequence, predict their likelihood of interaction. (1) The miRNA is hsa-miR-4421 with sequence ACCUGUCUGUGGAAAGGAGCUA. The protein sequence of the target gene is MPVHTLSPGAPSAPALPCRLRTRVPGYLLRGPADGGARKPSAVERLEADKAKYVKSLHVANTRQEPVQPLLSKQPLFSPETRRTVLTPSRRALPGPCRRPQLDLDILSSLIDLCDSPVSPAEASRTPGRAEGAGRPPPATPPRPPPSTSAVRRVDVRPLPASPARPCPSPGPAAASSPARPPGLQRSKSDLSERFSRAAADLERFFNFCGLDPEEARGLGVAHLARASSDIVSLAGPSAGPGSSEGGCSRRSSVTVEERARERVPYGVSVVERNARVIKWLYGLRQARESPAAEG. Result: 1 (interaction). (2) The miRNA is hsa-miR-6825-3p with sequence GCGCUGACCCGCCUUCUCCGCA. The protein sequence of the target gene is MTKGRRFNPPSDKDGRWFPHIGLTQKTPESITSATSKEPQSPHLPRQAEGKLPPIYKVREKQAVNNQFPFSVHDNRHSLENSGCYLDSGLGRKKISPDKRQHVSRNFNLWACDYVPSCLDGFSNNQISYVYKEAMVVSSFRRFPRCYKEIWNAFTFLPERSYTEVLKKKPKVRFTVDKKVVSSLES. Result: 0 (no interaction). (3) The protein sequence of the target gene is MATPPKRSCPSFSASSEGTRIKKISIEGNIAAGKSTFVNILKQLCEDWEVVPEPVARWCNVQSTQDEFEELTMSQKNGGNVLQMMYEKPERWSFTFQTYACLSRIRAQLASLNGKLKDAEKPVLFFERSVYSDRYIFASNLYESECMNETEWTIYQDWHDWMNNQFGQSLELDGIIYLQATPETCLHRIYLRGRNEEQGIPLEYLEKLHYKHESWLLHRTLKTNFDYLQEVPILTLDVNEDFKDKYESLVEKVKEFLSTL. Result: 0 (no interaction). The miRNA is hsa-miR-184 with sequence UGGACGGAGAACUGAUAAGGGU. (4) The miRNA is hsa-miR-5007-5p with sequence UAGAGUCUGGCUGAUAUGGUUU. The protein sequence of the target gene is MSASLVRATVRAVSKRKLQPTRAALTLTPSAVNKIKQLLKDKPEHVGVKVGVRTRGCNGLSYTLEYTKTKGDSDEEVIQDGVRVFIEKKAQLTLLGTEMDYVEDKLSSEFVFNNPNIKGTCGCGESFNI. Result: 1 (interaction). (5) The miRNA is hsa-miR-6824-3p with sequence UCUCUGGUCUUGCCACCCCAG. The protein sequence of the target gene is MAWPCISRLCCLARRWNQLDRSDVAVPLTLHGYSDPGSEESGADCSVSRGNPSVAGARESSRAVPLTQYQRDFGVRTARAGSRDAAQERPSGPGGRRGQSSAPPTRTVYVLPVGDADAAVVATTSYRQEFQAWTGVKPSRSTKARTARVVTTHSSGWDPSPGASFQVPEVRKFTPNPSAIFQTSAPQTLNV. Result: 0 (no interaction). (6) The miRNA is hsa-miR-922 with sequence GCAGCAGAGAAUAGGACUACGUC. Result: 0 (no interaction). The protein sequence of the target gene is MRRAGAACSAMDRLRLLLLLLLLLGVSFGGAKETCSTGMYTHSGECCKACNLGEGVAQPCGANQTVCEPCLDSVTFSDVVSATEPCKPCTECLGLQSMSAPCVEADDAVCRCSYGYYQDEETGRCEACSVCGVGSGLVFSCQDKQNTVCEECPEGTYSDEANHVDPCLPCTVCEDTERQLRECTPWADAECEEIPGRWITRSTPPEGSDVTTPSTQEPEAPPERDLIASTVADTVTTVMGSSQPVVTRGTADNLIPVYCSILAAVVVGLVAYIAFKRWNSCKQNKQGANSRPVNQTPPPE.... (7) The miRNA is mmu-miR-669f-3p with sequence CAUAUACAUACACACACACGUAU. The protein sequence of the target gene is MGNQMSVPLRPGDQEHDPGADTCKVTSDNECVQNGNPVVLSTRVIQHYEEVDLGISSSKDNVATSSPKTMEAQAVGDASGKNLGKEAKTKAPAARSHFFLTLSRPVPGRPGDQGTDSSAASGRFDVSPSAAPENKDPSEHGALPVAAAPGQAPDKTPGCPEAKQQTLPATGPLAPSPPESQAEAPAQDKDFGFLNRFFKLDKGRESAPVNSQPKEAKGSEDPEQATEAPAVPGNPHGVSAGEDIVDSEQRGQDVDTLSYSVPGDPEVPGTTKEDPQVVDTTENSSSIMSFFKTLVSPNKT.... Result: 1 (interaction). (8) The miRNA is hsa-miR-4662a-5p with sequence UUAGCCAAUUGUCCAUCUUUAG. The protein sequence of the target gene is MPVLTTDAESETGIPKSLSNEPPSETMEEIEHTCPQPRLTLTAPAPFADESSCQCQAPHEKLTVAQARLGTPVDRPVRVYADGIFDLFHSGHARALMQAKTLFPNSYLLVGVCSDDLTHKFKGFTVMNEAERYEALRHCRYVDEVIRDAPWTLTPEFLEKHKIDFVAHDDIPYSSAGSDDVYKHIKEAGMFVPTQRTEGISTSDIITRIVRDYDVYARRNLQRGYTAKELNVSFINEKKYRFQNQVDKMKEKVKNVEERSKEFVNRVEEKSHDLIQKWEEKSREFIGNFLELFGPDGAWK.... Result: 0 (no interaction). (9) The miRNA is mmu-miR-883b-3p with sequence UAACUGCAACAUCUCUCAGUAU. The protein sequence of the target gene is MATVLSRALKLPGKKSPDLGEYDPLTQADSDESEDDLVLNLQQKNGGVKNGKSALGDLPEPDSDADVAGAAKPHLSEVTPEGFPSEPLGGLEQKATSPLVSYVRTSVFLLTLVISMVLVLLCAFLIPCPPRDLHSAWSRRLGSQGGGDLSPLELADVNRDGLRDVLLTFVTTRNGTEGGVGSQPTADLVCLSGMNGSTLWSSPLPEEAQDVTCLDLIPGSVAKTICLVTGTRKMLSAFNATSGKVLWTLNPNHLSNGTLAAPVVVLPDLDEDGVRDLVVLAIGELQPDLCFLLVSGRTGS.... Result: 0 (no interaction). (10) The miRNA is rno-miR-494-3p with sequence UGAAACAUACACGGGAAACCUCU. The protein sequence of the target gene is MASMRESDTGLWLHNKLGATDELWAPPSIASLLTAAVIDNIRLCFHRLSSAVKLKLLLGTLHLPRRTVDEMKAALMDIIQLATLDSDPWVLMVADILKSFPDTGSLNLDLEEQNPNVQDILGELREKVSECEASAMLPLECQYLNKNALTTLAGPLTPPVKHFQLKRKPKSATLRAELLQKSTETAQQLKRSAGVPFHAKGRGLLRKMDTTTPLKGIPKQAPFRSPTTPSVFSPSGNRTPIPPSRTPLQKERGVKLLDISELNTVGAGREAKRRRKTLDTEVVEKPTKEETVVENATPDY.... Result: 0 (no interaction).